Dataset: Forward reaction prediction with 1.9M reactions from USPTO patents (1976-2016). Task: Predict the product of the given reaction. (1) Given the reactants [CH3:1][N:2]1[CH2:7][CH2:6][CH:5]([C:8]2[CH:13]=[CH:12][C:11]([C:14]3[CH:19]=[C:18]([O:20][C:21]4[CH:22]=[N:23][C:24]([N+:27]([O-])=O)=[CH:25][CH:26]=4)[CH:17]=[CH:16][N:15]=3)=[CH:10][CH:9]=2)[CH2:4][CH2:3]1.[Sn](Cl)Cl, predict the reaction product. The product is: [CH3:1][N:2]1[CH2:3][CH2:4][CH:5]([C:8]2[CH:9]=[CH:10][C:11]([C:14]3[CH:19]=[C:18]([O:20][C:21]4[CH:26]=[CH:25][C:24]([NH2:27])=[N:23][CH:22]=4)[CH:17]=[CH:16][N:15]=3)=[CH:12][CH:13]=2)[CH2:6][CH2:7]1. (2) Given the reactants [F:1][C:2]([F:14])([F:13])[C:3]1[CH:4]=[C:5]([NH:9][C:10]([NH2:12])=[O:11])[CH:6]=[CH:7][CH:8]=1.[C:15]([C:17]1[CH:24]=[CH:23][C:20]([CH:21]=O)=[CH:19][CH:18]=1)#[N:16].O=[C:26]([CH3:33])[CH2:27][C:28]([O:30][CH2:31][CH3:32])=[O:29], predict the reaction product. The product is: [C:15]([C:17]1[CH:24]=[CH:23][C:20]([CH:21]2[C:27]([C:28]([O:30][CH2:31][CH3:32])=[O:29])=[C:26]([CH3:33])[N:9]([C:5]3[CH:6]=[CH:7][CH:8]=[C:3]([C:2]([F:13])([F:14])[F:1])[CH:4]=3)[C:10](=[O:11])[NH:12]2)=[CH:19][CH:18]=1)#[N:16].